This data is from Full USPTO retrosynthesis dataset with 1.9M reactions from patents (1976-2016). The task is: Predict the reactants needed to synthesize the given product. (1) Given the product [OH:1][C@H:2]([CH2:9][O:10][C:18]([C:19]1[CH:24]=[CH:23][CH:22]=[CH:21][CH:20]=1)([C:31]1[CH:32]=[CH:33][CH:34]=[CH:35][CH:36]=1)[C:25]1[CH:26]=[CH:27][CH:28]=[CH:29][CH:30]=1)[CH2:3][C:4]([O:6][CH2:7][CH3:8])=[O:5], predict the reactants needed to synthesize it. The reactants are: [OH:1][C@H:2]([CH2:9][OH:10])[CH2:3][C:4]([O:6][CH2:7][CH3:8])=[O:5].C(N(CC)CC)C.[C:18](Cl)([C:31]1[CH:36]=[CH:35][CH:34]=[CH:33][CH:32]=1)([C:25]1[CH:30]=[CH:29][CH:28]=[CH:27][CH:26]=1)[C:19]1[CH:24]=[CH:23][CH:22]=[CH:21][CH:20]=1. (2) The reactants are: Br[C:2]1[CH:3]=[C:4]([CH:7]=[CH:8][N:9]=1)[CH:5]=[O:6].[C:10]1(B(O)O)[CH:15]=[CH:14][CH:13]=[CH:12][CH:11]=1.C([O-])([O-])=O.[Na+].[Na+].O. Given the product [C:10]1([C:2]2[CH:3]=[C:4]([CH:7]=[CH:8][N:9]=2)[CH:5]=[O:6])[CH:15]=[CH:14][CH:13]=[CH:12][CH:11]=1, predict the reactants needed to synthesize it.